From a dataset of Full USPTO retrosynthesis dataset with 1.9M reactions from patents (1976-2016). Predict the reactants needed to synthesize the given product. (1) Given the product [C:29]([O:32][CH2:21][C:10]([CH2:9][O:8][Si:1]([C:4]([CH3:7])([CH3:6])[CH3:5])([CH3:3])[CH3:2])([C:16]([O:18][CH2:19][CH3:20])=[O:17])[C:11]([O:13][CH2:14][CH3:15])=[O:12])(=[O:31])[CH3:30], predict the reactants needed to synthesize it. The reactants are: [Si:1]([O:8][CH2:9][C:10]([CH2:21]SC)([C:16]([O:18][CH2:19][CH3:20])=[O:17])[C:11]([O:13][CH2:14][CH3:15])=[O:12])([C:4]([CH3:7])([CH3:6])[CH3:5])([CH3:3])[CH3:2].S(Cl)(Cl)(=O)=O.[C:29]([O-:32])(=[O:31])[CH3:30].[K+].C1OCCOC2C(=CC=CC=2)OCCOCCOC2C(=CC=CC=2)OC1. (2) Given the product [CH:20]1([NH:19][N:16]2[C:17](=[O:18])[C:12]([C:4]3[NH:5][C:6]4[CH:11]=[CH:10][CH:9]=[CH:8][C:7]=4[S:2](=[O:1])(=[O:28])[N:3]=3)=[C:13]([OH:27])[C:14]3[S:26][CH:25]=[CH:24][C:15]2=3)[CH2:29][CH2:22][CH2:21]1, predict the reactants needed to synthesize it. The reactants are: [O:1]=[S:2]1(=[O:28])[C:7]2[CH:8]=[CH:9][CH:10]=[CH:11][C:6]=2[NH:5][C:4]([C:12]2[C:17](=[O:18])[N:16]([N:19]=[CH:20][CH:21](C)[CH3:22])[C:15]3[CH:24]=[CH:25][S:26][C:14]=3[C:13]=2[OH:27])=[N:3]1.[CH3:29]O.[BH4-].[Li+].Cl. (3) The reactants are: C[O:2][C:3](=[O:34])[C:4]1[CH:9]=[CH:8][C:7]([O:10][CH:11]([C:18]2[CH:19]=[N:20][C:21]([C:24]3[CH:29]=[CH:28][C:27]([C:30]([F:33])([F:32])[F:31])=[CH:26][CH:25]=3)=[CH:22][CH:23]=2)[CH2:12][CH2:13][C:14]([CH3:17])([CH3:16])[CH3:15])=[CH:6][CH:5]=1.[OH-].[Na+].Cl. Given the product [CH3:15][C:14]([CH3:17])([CH3:16])[CH2:13][CH2:12][CH:11]([C:18]1[CH:19]=[N:20][C:21]([C:24]2[CH:25]=[CH:26][C:27]([C:30]([F:33])([F:31])[F:32])=[CH:28][CH:29]=2)=[CH:22][CH:23]=1)[O:10][C:7]1[CH:6]=[CH:5][C:4]([C:3]([OH:34])=[O:2])=[CH:9][CH:8]=1, predict the reactants needed to synthesize it. (4) Given the product [CH3:25][C:26]1[N:27]([C:31]2[CH:36]=[C:35]([C:37]([F:40])([F:38])[F:39])[CH:34]=[C:33]([NH2:41])[CH:32]=2)[CH:28]=[CH:29][N:30]=1, predict the reactants needed to synthesize it. The reactants are: CC1N=CN(C2C=C(NC(=O)OC(C)(C)C)C=C(C(F)(F)F)C=2)C=1.[CH3:25][C:26]1[N:27]([C:31]2[CH:32]=[C:33]([NH:41]C(=O)OC(C)(C)C)[CH:34]=[C:35]([C:37]([F:40])([F:39])[F:38])[CH:36]=2)[CH:28]=[CH:29][N:30]=1. (5) The reactants are: [Cl:1][C:2]1[CH:3]=[C:4]([CH:23]=[CH:24][C:25]=1[F:26])[CH2:5][N:6]1[CH2:15][CH2:14][C:13]2[C:12]([C:16]([O:18][CH2:19][CH3:20])=[O:17])=[N:11][CH:10]=[C:9]([OH:21])[C:8]=2[C:7]1=[O:22].C([O-])(=[O:29])C.[Na+].C(OO)(=O)C.OS([O-])(=O)=O.[Na+]. Given the product [Cl:1][C:2]1[CH:3]=[C:4]([CH:23]=[CH:24][C:25]=1[F:26])[CH2:5][N:6]1[CH2:15][CH2:14][C:13]2[C:12]([C:16]([O:18][CH2:19][CH3:20])=[O:17])=[N:11][C:10]([OH:29])=[C:9]([OH:21])[C:8]=2[C:7]1=[O:22], predict the reactants needed to synthesize it. (6) The reactants are: Cl.[CH2:2]([C:4]1[S:24][C:7]2[N:8]=[C:9]([S:18][CH2:19][C:20]([O:22][CH3:23])=[O:21])[N:10]=[C:11]([N:12]3[CH2:17][CH2:16][NH:15][CH2:14][CH2:13]3)[C:6]=2[CH:5]=1)[CH3:3].C(N(C(C)C)CC)(C)C.[NH:34]1[C:42]2[C:37](=[CH:38][CH:39]=[C:40]([C:43](O)=[O:44])[CH:41]=2)[CH:36]=[CH:35]1.CN(C(ON1N=NC2C=CC=NC1=2)=[N+](C)C)C.F[P-](F)(F)(F)(F)F. Given the product [CH2:2]([C:4]1[S:24][C:7]2[N:8]=[C:9]([S:18][CH2:19][C:20]([O:22][CH3:23])=[O:21])[N:10]=[C:11]([N:12]3[CH2:17][CH2:16][N:15]([C:43]([C:40]4[CH:41]=[C:42]5[C:37]([CH:36]=[CH:35][NH:34]5)=[CH:38][CH:39]=4)=[O:44])[CH2:14][CH2:13]3)[C:6]=2[CH:5]=1)[CH3:3], predict the reactants needed to synthesize it.